Dataset: Forward reaction prediction with 1.9M reactions from USPTO patents (1976-2016). Task: Predict the product of the given reaction. (1) Given the reactants Cl[C:2]1[CH:7]=[C:6]([Cl:8])[N:5]=[C:4]([C:9]2[CH:14]=[CH:13][CH:12]=[CH:11][CH:10]=2)[N:3]=1.[F:15][C:16]([F:34])([F:33])[C:17]1[CH:22]=[CH:21][CH:20]=[CH:19][C:18]=1[CH2:23][NH:24][C:25]([CH:27]1[CH2:32][CH2:31][NH:30][CH2:29][CH2:28]1)=[O:26].[OH-].[Na+], predict the reaction product. The product is: [Cl:8][C:6]1[N:5]=[C:4]([C:9]2[CH:14]=[CH:13][CH:12]=[CH:11][CH:10]=2)[N:3]=[C:2]([N:30]2[CH2:31][CH2:32][CH:27]([C:25]([NH:24][CH2:23][C:18]3[CH:19]=[CH:20][CH:21]=[CH:22][C:17]=3[C:16]([F:15])([F:33])[F:34])=[O:26])[CH2:28][CH2:29]2)[CH:7]=1. (2) Given the reactants [C:1]([O:4][C:5]1[C:14]2[C:9](=[CH:10][C:11]([O:15][CH3:16])=[CH:12][CH:13]=2)[CH2:8][CH2:7][C:6]=1[C:17]1[CH:22]=[CH:21][CH:20]=[C:19]([O:23][CH3:24])[CH:18]=1)(=[O:3])[CH3:2].C(C1C(=O)C(Cl)=C(Cl)C(=O)C=1C#N)#N, predict the reaction product. The product is: [C:1]([O:4][C:5]1[C:14]2[C:9](=[CH:10][C:11]([O:15][CH3:16])=[CH:12][CH:13]=2)[CH:8]=[CH:7][C:6]=1[C:17]1[CH:22]=[CH:21][CH:20]=[C:19]([O:23][CH3:24])[CH:18]=1)(=[O:3])[CH3:2].